From a dataset of Catalyst prediction with 721,799 reactions and 888 catalyst types from USPTO. Predict which catalyst facilitates the given reaction. (1) Reactant: [N:1]1[CH:6]=[CH:5][CH:4]=[C:3]([NH:7][C:8]2[CH:9]=[N:10][CH:11]=[CH:12][CH:13]=2)[CH:2]=1.[Li+].CC([N-]C(C)C)C.[Br:22][C:23]1[CH:28]=[CH:27][CH:26]=[CH:25][C:24]=1[CH:29](Br)[CH3:30]. Product: [Br:22][C:23]1[CH:28]=[CH:27][CH:26]=[CH:25][C:24]=1[CH:29]([N:7]([C:8]1[CH:9]=[N:10][CH:11]=[CH:12][CH:13]=1)[C:3]1[CH:2]=[N:1][CH:6]=[CH:5][CH:4]=1)[CH3:30]. The catalyst class is: 7. (2) Reactant: [CH2:1]([O:3][C:4](=[O:38])[C:5]1[CH:10]=[CH:9][CH:8]=[C:7]([S:11][C:12]2[C:20]3[C:15](=[C:16]([F:22])[C:17]([Cl:21])=[CH:18][CH:19]=3)[N:14]([C:23]3[CH:24]=[N:25][N:26](CC4C=CC(OC)=CC=4)[CH:27]=3)[C:13]=2[CH3:37])[CH:6]=1)[CH3:2]. Product: [CH2:1]([O:3][C:4](=[O:38])[C:5]1[CH:10]=[CH:9][CH:8]=[C:7]([S:11][C:12]2[C:20]3[C:15](=[C:16]([F:22])[C:17]([Cl:21])=[CH:18][CH:19]=3)[N:14]([C:23]3[CH:27]=[N:26][NH:25][CH:24]=3)[C:13]=2[CH3:37])[CH:6]=1)[CH3:2]. The catalyst class is: 67. (3) Reactant: [NH2:1][C:2]1[CH:10]=[C:9]([C:11]2[CH:12]=[C:13]([NH:19][S:20]([CH3:23])(=[O:22])=[O:21])[C:14]([O:17][CH3:18])=[N:15][CH:16]=2)[CH:8]=[C:7]2[C:3]=1[CH:4]=[N:5][N:6]2[S:24]([C:27]1[CH:32]=[CH:31][CH:30]=[CH:29][CH:28]=1)(=[O:26])=[O:25].N1C=CC=CC=1.[Cl:39][CH2:40][C:41]1[S:42][CH:43]=[C:44]([C:46](Cl)=[O:47])[N:45]=1.C(=O)(O)[O-].[Na+]. Product: [Cl:39][CH2:40][C:41]1[S:42][CH:43]=[C:44]([C:46]([NH:1][C:2]2[CH:10]=[C:9]([C:11]3[CH:16]=[N:15][C:14]([O:17][CH3:18])=[C:13]([NH:19][S:20]([CH3:23])(=[O:22])=[O:21])[CH:12]=3)[CH:8]=[C:7]3[C:3]=2[CH:4]=[N:5][N:6]3[S:24]([C:27]2[CH:32]=[CH:31][CH:30]=[CH:29][CH:28]=2)(=[O:26])=[O:25])=[O:47])[N:45]=1. The catalyst class is: 2. (4) Reactant: [CH2:1]([NH2:9])[C:2]([NH:4][CH2:5][C:6]([OH:8])=[O:7])=[O:3].[CH3:10][C:11]([O:14][C:15](ON=C(C1C=CC=CC=1)C#N)=[O:16])([CH3:13])[CH3:12].CCN(CC)CC. Product: [NH:9]([C:15]([O:14][C:11]([CH3:13])([CH3:12])[CH3:10])=[O:16])[CH2:1][C:2]([NH:4][CH2:5][C:6]([OH:8])=[O:7])=[O:3]. The catalyst class is: 12.